From a dataset of NCI-60 drug combinations with 297,098 pairs across 59 cell lines. Regression. Given two drug SMILES strings and cell line genomic features, predict the synergy score measuring deviation from expected non-interaction effect. (1) Drug 1: CC=C1C(=O)NC(C(=O)OC2CC(=O)NC(C(=O)NC(CSSCCC=C2)C(=O)N1)C(C)C)C(C)C. Drug 2: C(CN)CNCCSP(=O)(O)O. Cell line: HOP-92. Synergy scores: CSS=62.7, Synergy_ZIP=2.65, Synergy_Bliss=0.999, Synergy_Loewe=-61.7, Synergy_HSA=-1.37. (2) Drug 1: CN(C)N=NC1=C(NC=N1)C(=O)N. Drug 2: C1=NC2=C(N1)C(=S)N=C(N2)N. Cell line: A498. Synergy scores: CSS=24.6, Synergy_ZIP=-6.84, Synergy_Bliss=-5.29, Synergy_Loewe=-23.8, Synergy_HSA=-4.38. (3) Drug 1: CC12CCC3C(C1CCC2=O)CC(=C)C4=CC(=O)C=CC34C. Drug 2: CC(CN1CC(=O)NC(=O)C1)N2CC(=O)NC(=O)C2. Cell line: MOLT-4. Synergy scores: CSS=84.0, Synergy_ZIP=1.05, Synergy_Bliss=2.08, Synergy_Loewe=1.93, Synergy_HSA=2.85. (4) Drug 1: CC12CCC(CC1=CCC3C2CCC4(C3CC=C4C5=CN=CC=C5)C)O. Drug 2: C1CNP(=O)(OC1)N(CCCl)CCCl. Cell line: 786-0. Synergy scores: CSS=7.21, Synergy_ZIP=4.11, Synergy_Bliss=7.70, Synergy_Loewe=-7.24, Synergy_HSA=5.56. (5) Drug 1: C1CCC(C1)C(CC#N)N2C=C(C=N2)C3=C4C=CNC4=NC=N3. Drug 2: CC1=C(C(CCC1)(C)C)C=CC(=CC=CC(=CC(=O)O)C)C. Cell line: NCI-H522. Synergy scores: CSS=17.3, Synergy_ZIP=0.102, Synergy_Bliss=6.12, Synergy_Loewe=6.72, Synergy_HSA=6.83. (6) Drug 1: CS(=O)(=O)C1=CC(=C(C=C1)C(=O)NC2=CC(=C(C=C2)Cl)C3=CC=CC=N3)Cl. Drug 2: C1=C(C(=O)NC(=O)N1)N(CCCl)CCCl. Cell line: OVCAR-4. Synergy scores: CSS=4.40, Synergy_ZIP=-2.32, Synergy_Bliss=-1.15, Synergy_Loewe=-1.22, Synergy_HSA=-1.23. (7) Drug 1: CN(CC1=CN=C2C(=N1)C(=NC(=N2)N)N)C3=CC=C(C=C3)C(=O)NC(CCC(=O)O)C(=O)O. Drug 2: CN(C(=O)NC(C=O)C(C(C(CO)O)O)O)N=O. Cell line: SK-MEL-28. Synergy scores: CSS=10.7, Synergy_ZIP=-8.20, Synergy_Bliss=-0.645, Synergy_Loewe=-29.3, Synergy_HSA=-1.46.